The task is: Predict the reaction yield, written as a fraction of the theoretical maximum amount of product (1.0 means a 100% yield; for example, 0.34 means a 34% yield).. This data is from Reaction yield outcomes from USPTO patents with 853,638 reactions. The reactants are C[O:2][C:3](=O)[CH:4]([C:6]1[CH:11]=[CH:10][C:9]([N:12]([C:14]2[CH:19]=[CH:18][C:17]([O:20][CH2:21][C:22]3[CH:27]=[CH:26][CH:25]=[CH:24][CH:23]=3)=[CH:16][CH:15]=2)[CH3:13])=[CH:8][CH:7]=1)[CH3:5].[H-].[H-].[H-].[H-].[Li+].[Al+3]. The catalyst is C1COCC1. The product is [CH2:21]([O:20][C:17]1[CH:18]=[CH:19][C:14]([N:12]([CH3:13])[C:9]2[CH:8]=[CH:7][C:6]([CH:4]([CH3:5])[CH2:3][OH:2])=[CH:11][CH:10]=2)=[CH:15][CH:16]=1)[C:22]1[CH:23]=[CH:24][CH:25]=[CH:26][CH:27]=1. The yield is 0.920.